Dataset: Full USPTO retrosynthesis dataset with 1.9M reactions from patents (1976-2016). Task: Predict the reactants needed to synthesize the given product. (1) The reactants are: [N:1]1([C:7]2[CH:8]=[CH:9][C:10]3[N:11]([C:13]([C:16]([F:19])([F:18])[F:17])=[N:14][N:15]=3)[N:12]=2)[CH2:6][CH2:5][NH:4][CH2:3][CH2:2]1.[NH:20]1[C:28]2[C:23](=[CH:24][C:25]([CH:29]=O)=[CH:26][CH:27]=2)[CH:22]=[CH:21]1. Given the product [NH:20]1[C:28]2[C:23](=[CH:24][C:25]([CH2:29][N:4]3[CH2:3][CH2:2][N:1]([C:7]4[CH:8]=[CH:9][C:10]5[N:11]([C:13]([C:16]([F:17])([F:18])[F:19])=[N:14][N:15]=5)[N:12]=4)[CH2:6][CH2:5]3)=[CH:26][CH:27]=2)[CH:22]=[CH:21]1, predict the reactants needed to synthesize it. (2) Given the product [CH3:1][C:2]1[CH:18]=[C:17]([N+:19]([O-:21])=[O:20])[CH:16]=[CH:15][C:3]=1[O:4][C:5]1[CH:6]=[C:7]([CH:12]=[CH:13][CH:14]=1)[C:8]([OH:10])=[O:9], predict the reactants needed to synthesize it. The reactants are: [CH3:1][C:2]1[CH:18]=[C:17]([N+:19]([O-:21])=[O:20])[CH:16]=[CH:15][C:3]=1[O:4][C:5]1[CH:6]=[C:7]([CH:12]=[CH:13][CH:14]=1)[C:8]([O:10]C)=[O:9].[OH-].[Na+].Cl. (3) Given the product [F:24][CH:2]([F:1])[C:3]1[N:8]2[N:9]=[CH:10][C:11]([C:12]#[C:13][C:26]3[C:27]([F:42])=[CH:28][C:29]([F:41])=[C:30]([S:32]([NH:35][CH2:36][CH2:37][N:38]([CH3:39])[CH3:40])(=[O:34])=[O:33])[CH:31]=3)=[C:7]2[N:6]=[C:5]([C:14]2[CH:19]=[CH:18][C:17]([C:20]([F:23])([F:22])[F:21])=[CH:16][CH:15]=2)[CH:4]=1, predict the reactants needed to synthesize it. The reactants are: [F:1][CH:2]([F:24])[C:3]1[N:8]2[N:9]=[CH:10][C:11]([C:12]#[CH:13])=[C:7]2[N:6]=[C:5]([C:14]2[CH:19]=[CH:18][C:17]([C:20]([F:23])([F:22])[F:21])=[CH:16][CH:15]=2)[CH:4]=1.Br[C:26]1[C:27]([F:42])=[CH:28][C:29]([F:41])=[C:30]([S:32]([NH:35][CH2:36][CH2:37][N:38]([CH3:40])[CH3:39])(=[O:34])=[O:33])[CH:31]=1. (4) Given the product [CH3:8][C:7]1[C:3]([CH2:2][C:15]#[N:16])=[N:4][N:5]([C:9]2[CH:14]=[CH:13][CH:12]=[CH:11][CH:10]=2)[CH:6]=1, predict the reactants needed to synthesize it. The reactants are: Br[CH2:2][C:3]1[C:7]([CH3:8])=[CH:6][N:5]([C:9]2[CH:14]=[CH:13][CH:12]=[CH:11][CH:10]=2)[N:4]=1.[C-:15]#[N:16].[K+].O. (5) Given the product [OH:22][C:11]([C:14]1[CH:19]=[CH:18][C:17]([Cl:20])=[C:16]([Cl:21])[CH:15]=1)([CH2:12][CH3:13])[CH2:10][C:9]([NH2:1])=[O:8], predict the reactants needed to synthesize it. The reactants are: [NH3:1].C[Al](C)C.C([O:8][C:9](=O)[CH2:10][C:11]([OH:22])([C:14]1[CH:19]=[CH:18][C:17]([Cl:20])=[C:16]([Cl:21])[CH:15]=1)[CH2:12][CH3:13])C.Cl.